Task: Predict the reaction yield, written as a fraction of the theoretical maximum amount of product (1.0 means a 100% yield; for example, 0.34 means a 34% yield).. Dataset: Reaction yield outcomes from USPTO patents with 853,638 reactions (1) The reactants are [CH3:1][S:2]([O:5][C:6]1[C:14]([O:15][CH3:16])=[CH:13][C:12]([C:17]2[N:18]([C:28]([O:30][C:31]([CH3:34])([CH3:33])[CH3:32])=[O:29])[C:19]3[C:24]([CH:25]=2)=[C:23]([CH:26]=O)[CH:22]=[CH:21][CH:20]=3)=[C:11]2[C:7]=1[CH2:8][NH:9][C:10]2=[O:35])(=[O:4])=[O:3].[CH3:36]N.C1COCC1.C(O)(=O)C.C(O[BH-](OC(=O)C)OC(=O)C)(=O)C.[Na+].[C:61](#[N:63])C. No catalyst specified. The product is [CH3:1][S:2]([O:5][C:6]1[C:14]([O:15][CH3:16])=[CH:13][C:12]([C:17]2[N:18]([C:28]([O:30][C:31]([CH3:33])([CH3:34])[CH3:32])=[O:29])[C:19]3[C:24]([CH:25]=2)=[C:23]([CH2:26][N:63]([CH3:61])[CH3:36])[CH:22]=[CH:21][CH:20]=3)=[C:11]2[C:7]=1[CH2:8][NH:9][C:10]2=[O:35])(=[O:3])=[O:4]. The yield is 0.300. (2) The reactants are [NH2:1][C:2]1[C:3](=[O:16])[NH:4][C:5](=[S:15])[N:6]([CH2:9][CH:10]2[CH2:14][CH2:13][CH2:12][O:11]2)[C:7]=1[NH2:8].[CH:17](O)=O. No catalyst specified. The product is [O:11]1[CH2:12][CH2:13][CH2:14][CH:10]1[CH2:9][N:6]1[C:7]2[N:8]=[CH:17][NH:1][C:2]=2[C:3](=[O:16])[NH:4][C:5]1=[S:15]. The yield is 0.870.